This data is from Reaction yield outcomes from USPTO patents with 853,638 reactions. The task is: Predict the reaction yield, written as a fraction of the theoretical maximum amount of product (1.0 means a 100% yield; for example, 0.34 means a 34% yield). (1) The reactants are [Cl:1][C:2]1[C:3]([CH3:28])=[C:4]([NH:10][C@H:11]([C:24]([OH:27])([CH3:26])[CH3:25])[C:12]([NH:14][NH:15][C:16](=O)[C:17]2[CH:22]=[CH:21][CH:20]=[CH:19][CH:18]=2)=[O:13])[CH:5]=[CH:6][C:7]=1[C:8]#[N:9].CCN(P1(N(C)CCCN1C)=NC(C)(C)C)CC. The catalyst is C1COCC1. The product is [Cl:1][C:2]1[C:3]([CH3:28])=[C:4]([NH:10][C@@H:11]([C:12]2[O:13][C:16]([C:17]3[CH:18]=[CH:19][CH:20]=[CH:21][CH:22]=3)=[N:15][N:14]=2)[C:24]([OH:27])([CH3:26])[CH3:25])[CH:5]=[CH:6][C:7]=1[C:8]#[N:9]. The yield is 0.280. (2) The reactants are [CH3:1][O:2][C:3]1[C:4]([Sn](CCCC)(CCCC)CCCC)=[N:5][CH:6]=[CH:7][CH:8]=1.Br[C:23]1[N:31]2[C:26]([CH:27]=[N:28][C:29]([S:32][CH3:33])=[N:30]2)=[CH:25][CH:24]=1.CO.C(Cl)Cl. The catalyst is CN(C)C=O.C1C=CC([P]([Pd]([P](C2C=CC=CC=2)(C2C=CC=CC=2)C2C=CC=CC=2)([P](C2C=CC=CC=2)(C2C=CC=CC=2)C2C=CC=CC=2)[P](C2C=CC=CC=2)(C2C=CC=CC=2)C2C=CC=CC=2)(C2C=CC=CC=2)C2C=CC=CC=2)=CC=1.CC(C)([P](C(C)(C)C)([Pd][P](C(C)(C)C)(C(C)(C)C)C(C)(C)C)C(C)(C)C)C. The product is [CH3:1][O:2][C:3]1[C:4]([C:23]2[N:31]3[C:26]([CH:27]=[N:28][C:29]([S:32][CH3:33])=[N:30]3)=[CH:25][CH:24]=2)=[N:5][CH:6]=[CH:7][CH:8]=1. The yield is 0.341.